This data is from Full USPTO retrosynthesis dataset with 1.9M reactions from patents (1976-2016). The task is: Predict the reactants needed to synthesize the given product. The reactants are: [OH:1][C:2]([C:5]1[NH:9][N:8]=[C:7]([C:10]([OH:12])=O)[CH:6]=1)([CH3:4])[CH3:3].[NH2:13][C@@H:14]([CH3:31])[CH2:15][N:16]1[CH:20]=[CH:19][C:18]([C:21]2[CH:28]=[C:27]([F:29])[C:24]([C:25]#[N:26])=[C:23]([Cl:30])[CH:22]=2)=[N:17]1.C1C=CC2N(O)N=NC=2C=1.CN(C=O)C. Given the product [Cl:30][C:23]1[CH:22]=[C:21]([C:18]2[CH:19]=[CH:20][N:16]([CH2:15][C@@H:14]([NH:13][C:10]([C:7]3[CH:6]=[C:5]([C:2]([OH:1])([CH3:3])[CH3:4])[NH:9][N:8]=3)=[O:12])[CH3:31])[N:17]=2)[CH:28]=[C:27]([F:29])[C:24]=1[C:25]#[N:26], predict the reactants needed to synthesize it.